Dataset: Forward reaction prediction with 1.9M reactions from USPTO patents (1976-2016). Task: Predict the product of the given reaction. (1) Given the reactants [ClH:1].[NH:2]1[CH2:7][CH2:6][CH:5]([CH2:8][N:9]2[CH2:21][CH2:20][N:12]3[N:13]=[C:14]4[C:19]([CH:18]=[CH:17][CH:16]=[CH:15]4)=[C:11]3[C:10]2=[O:22])[CH2:4][CH2:3]1.C(=O)([O-])[O-].[K+].[K+].[F:29][C:30]1[CH:38]=[CH:37][C:33]([CH2:34][CH2:35]Br)=[CH:32][CH:31]=1, predict the reaction product. The product is: [ClH:1].[F:29][C:30]1[CH:38]=[CH:37][C:33]([CH2:34][CH2:35][N:2]2[CH2:7][CH2:6][CH:5]([CH2:8][N:9]3[CH2:21][CH2:20][N:12]4[N:13]=[C:14]5[C:19]([CH:18]=[CH:17][CH:16]=[CH:15]5)=[C:11]4[C:10]3=[O:22])[CH2:4][CH2:3]2)=[CH:32][CH:31]=1. (2) Given the reactants S(=O)(=O)(O)[OH:2].[CH3:6][O:7][C:8]1[CH:13]=[CH:12][CH:11]=[C:10]([N+:14]([O-:16])=[O:15])[C:9]=1[CH2:17][C:18]#N.[CH2:20]([OH:22])[CH3:21], predict the reaction product. The product is: [CH2:20]([O:22][C:18](=[O:2])[CH2:17][C:9]1[C:10]([N+:14]([O-:16])=[O:15])=[CH:11][CH:12]=[CH:13][C:8]=1[O:7][CH3:6])[CH3:21]. (3) Given the reactants [CH:1]1([N:4]2[C:8]([C:9]3[CH:14]=[CH:13][N:12]=[CH:11][CH:10]=3)=[N:7][N:6]=[C:5]2[CH2:15]O)[CH2:3][CH2:2]1.[CH2:17]([O:19][C:20](=[O:31])[CH:21](P(OCC)(OCC)=O)[CH3:22])[CH3:18].C1CCN2C(=NCCC2)CC1, predict the reaction product. The product is: [CH2:17]([O:19][C:20](=[O:31])[C:21]([CH3:22])=[CH:15][C:5]1[N:4]([CH:1]2[CH2:2][CH2:3]2)[C:8]([C:9]2[CH:10]=[CH:11][N:12]=[CH:13][CH:14]=2)=[N:7][N:6]=1)[CH3:18]. (4) Given the reactants [N:1]1([C:7]2[CH:16]=[CH:15][C:14]3[C:9](=[CH:10][CH:11]=[C:12]([N+:17]([O-])=O)[CH:13]=3)[N:8]=2)[CH2:6][CH2:5][O:4][CH2:3][CH2:2]1.[H][H], predict the reaction product. The product is: [N:1]1([C:7]2[CH:16]=[CH:15][C:14]3[C:9](=[CH:10][CH:11]=[C:12]([NH2:17])[CH:13]=3)[N:8]=2)[CH2:2][CH2:3][O:4][CH2:5][CH2:6]1.